Dataset: Forward reaction prediction with 1.9M reactions from USPTO patents (1976-2016). Task: Predict the product of the given reaction. (1) Given the reactants [O:1]=[C:2]1[C:10]2[C:5](=[CH:6][CH:7]=[CH:8][CH:9]=2)[C:4](=[O:11])[N:3]1[CH2:12][CH2:13][CH2:14][O:15][C:16]1[CH:23]=[CH:22][CH:21]=[C:20](F)[C:17]=1[C:18]#[N:19].[C:25]([O:29][CH3:30])(=[O:28])[CH2:26][SH:27].C(=O)([O-])[O-].[Na+].[Na+], predict the reaction product. The product is: [NH2:19][C:18]1[C:17]2[C:16]([O:15][CH2:14][CH2:13][CH2:12][N:3]3[C:2](=[O:1])[C:10]4[C:5](=[CH:6][CH:7]=[CH:8][CH:9]=4)[C:4]3=[O:11])=[CH:23][CH:22]=[CH:21][C:20]=2[S:27][C:26]=1[C:25]([O:29][CH3:30])=[O:28]. (2) Given the reactants [N:1]1([C@H:6]2[CH2:10][CH2:9][CH2:8][C@H:7]2[NH2:11])[CH2:5][CH2:4][CH2:3][CH2:2]1.[CH:12]1([C:16]2[CH:24]=[C:23]([C:25]([F:28])([F:27])[F:26])[CH:22]=[CH:21][C:17]=2[C:18](O)=[O:19])[CH2:15][CH2:14][CH2:13]1, predict the reaction product. The product is: [CH:12]1([C:16]2[CH:24]=[C:23]([C:25]([F:26])([F:27])[F:28])[CH:22]=[CH:21][C:17]=2[C:18]([NH:11][C@@H:7]2[CH2:8][CH2:9][CH2:10][C@@H:6]2[N:1]2[CH2:2][CH2:3][CH2:4][CH2:5]2)=[O:19])[CH2:13][CH2:14][CH2:15]1. (3) Given the reactants [Cl:1][C:2]1[CH:7]=[C:6]([N+:8]([O-:10])=[O:9])[CH:5]=[C:4]([Cl:11])[C:3]=1[OH:12].C(=O)([O-])[O-].[K+].[K+].[C:19]([O:23][C:24](=[O:27])[CH2:25]Br)([CH3:22])([CH3:21])[CH3:20].O, predict the reaction product. The product is: [C:19]([O:23][C:24](=[O:27])[CH2:25][O:12][C:3]1[C:2]([Cl:1])=[CH:7][C:6]([N+:8]([O-:10])=[O:9])=[CH:5][C:4]=1[Cl:11])([CH3:22])([CH3:21])[CH3:20]. (4) Given the reactants [F:1][C:2]1[CH:3]=[CH:4][C:5]([CH3:18])=[C:6]([NH:8][C:9](=[O:17])[CH:10]([CH3:16])[C:11]([O:13]CC)=[O:12])[CH:7]=1, predict the reaction product. The product is: [F:1][C:2]1[CH:3]=[CH:4][C:5]([CH3:18])=[C:6]([NH:8][C:9](=[O:17])[CH:10]([CH3:16])[C:11]([OH:13])=[O:12])[CH:7]=1. (5) Given the reactants [O:1]=[C:2]([CH3:11])[CH2:3][C:4]([O:6][C:7]([CH3:10])(C)C)=[O:5].Br[CH2:13][C:14]([C:16]1[CH:21]=[CH:20][C:19]([N+:22]([O-:24])=[O:23])=[CH:18][CH:17]=1)=[O:15].BrCC(C1C=CC=CC=1[N+]([O-])=O)=O, predict the reaction product. The product is: [C:2]([CH:3]([CH2:13][C:14]([C:16]1[CH:17]=[CH:18][C:19]([N+:22]([O-:24])=[O:23])=[CH:20][CH:21]=1)=[O:15])[C:4]([O:6][CH2:7][CH3:10])=[O:5])(=[O:1])[CH3:11]. (6) Given the reactants [CH3:1][O:2][C:3]1[C:4](=O)[O:5][C:6](=[O:8])[CH:7]=1.[F:10][C:11]([F:20])([F:19])[C:12]1[CH:17]=[CH:16][N:15]=[C:14]([NH2:18])[CH:13]=1, predict the reaction product. The product is: [CH3:1][O:2][C:3]1[C:4](=[O:5])[N:18]([C:14]2[CH:13]=[C:12]([C:11]([F:19])([F:10])[F:20])[CH:17]=[CH:16][N:15]=2)[C:6](=[O:8])[CH:7]=1. (7) The product is: [Cl:1][C:2]1[C:11]2[C:6](=[CH:7][C:8]([NH:12][CH2:25][C:24]3[CH:27]=[CH:28][CH:29]=[C:22]([C:21]([F:20])([F:30])[F:31])[CH:23]=3)=[CH:9][CH:10]=2)[C:5]([Cl:13])=[N:4][N:3]=1. Given the reactants [Cl:1][C:2]1[C:11]2[C:6](=[CH:7][C:8]([NH2:12])=[CH:9][CH:10]=2)[C:5]([Cl:13])=[N:4][N:3]=1.C([O-])([O-])=O.[K+].[K+].[F:20][C:21]([F:31])([F:30])[C:22]1[CH:23]=[C:24]([CH:27]=[CH:28][CH:29]=1)[CH2:25]Br, predict the reaction product.